Dataset: Reaction yield outcomes from USPTO patents with 853,638 reactions. Task: Predict the reaction yield, written as a fraction of the theoretical maximum amount of product (1.0 means a 100% yield; for example, 0.34 means a 34% yield). (1) The reactants are [CH2:1]([O:8][C:9]1[CH:14]=[CH:13][C:12]([CH:15]([CH2:19][CH:20]2[CH2:24][CH2:23][CH2:22][CH2:21]2)[C:16]([OH:18])=O)=[CH:11][CH:10]=1)[C:2]1[CH:7]=[CH:6][CH:5]=[CH:4][CH:3]=1.C(Cl)(=O)C(Cl)=O.[NH2:31][C:32]1[S:33][CH:34]=[CH:35][N:36]=1.C(N(CC)C(C)C)(C)C. The catalyst is C(Cl)Cl.CN(C)C=O.O1CCCC1. The product is [CH2:1]([O:8][C:9]1[CH:14]=[CH:13][C:12]([CH:15]([CH2:19][CH:20]2[CH2:21][CH2:22][CH2:23][CH2:24]2)[C:16]([NH:31][C:32]2[S:33][CH:34]=[CH:35][N:36]=2)=[O:18])=[CH:11][CH:10]=1)[C:2]1[CH:7]=[CH:6][CH:5]=[CH:4][CH:3]=1. The yield is 0.635. (2) The reactants are C[O:2][C:3]([C:5]1([C:8]2[CH:13]=[CH:12][C:11]([C:14]3[CH:19]=[CH:18][CH:17]=[C:16]([N:20]4[C:24]([NH:25][C:26]([O:28][C@@H:29]([C:31]5[CH:36]=[CH:35][CH:34]=[CH:33][CH:32]=5)[CH3:30])=[O:27])=[C:23]([CH3:37])[N:22]=[N:21]4)[CH:15]=3)=[CH:10][CH:9]=2)[CH2:7][CH2:6]1)=[O:4].C1COCC1.[OH-].[Na+]. The catalyst is O. The product is [CH3:37][C:23]1[N:22]=[N:21][N:20]([C:16]2[CH:15]=[C:14]([C:11]3[CH:12]=[CH:13][C:8]([C:5]4([C:3]([OH:4])=[O:2])[CH2:7][CH2:6]4)=[CH:9][CH:10]=3)[CH:19]=[CH:18][CH:17]=2)[C:24]=1[NH:25][C:26]([O:28][C@@H:29]([C:31]1[CH:32]=[CH:33][CH:34]=[CH:35][CH:36]=1)[CH3:30])=[O:27]. The yield is 0.358. (3) The reactants are C([O:5][C:6](=[O:31])[C:7]1[CH:12]=[CH:11][C:10]([N:13]([C:20]2[CH:25]=[CH:24][C:23]([C:26](=[O:28])[NH2:27])=[C:22]([O:29][CH3:30])[CH:21]=2)[CH2:14][C:15]2[S:19][CH:18]=[N:17][CH:16]=2)=[CH:9][CH:8]=1)(C)(C)C.FC(F)(F)C(O)=O. The catalyst is C(Cl)Cl. The product is [C:26]([C:23]1[CH:24]=[CH:25][C:20]([N:13]([CH2:14][C:15]2[S:19][CH:18]=[N:17][CH:16]=2)[C:10]2[CH:9]=[CH:8][C:7]([C:6]([OH:31])=[O:5])=[CH:12][CH:11]=2)=[CH:21][C:22]=1[O:29][CH3:30])(=[O:28])[NH2:27]. The yield is 0.660. (4) The reactants are Br[C:2]1[C:3]([N:24]2[CH2:29][CH2:28][CH2:27][C@@H:26]([NH:30][C:31]([O:33][C:34]([CH3:37])([CH3:36])[CH3:35])=[O:32])[CH2:25]2)=[C:4]2[C:10]([NH:11][C:12](=[O:16])[CH:13]([CH3:15])[CH3:14])=[CH:9][N:8]([C:17]([O:19][C:20]([CH3:23])([CH3:22])[CH3:21])=[O:18])[C:5]2=[N:6][CH:7]=1.[CH:38]1(B(O)O)[CH2:40][CH2:39]1.[O-]P([O-])([O-])=O.[K+].[K+].[K+].P(C1CCCCC1)(C1CCCCC1)C1CCCCC1. The catalyst is CC([O-])=O.CC([O-])=O.[Pd+2].CC#N.O.C1(C)C=CC=CC=1. The product is [C:34]([O:33][C:31]([NH:30][C@@H:26]1[CH2:27][CH2:28][CH2:29][N:24]([C:3]2[C:2]([CH:38]3[CH2:40][CH2:39]3)=[CH:7][N:6]=[C:5]3[N:8]([C:17]([O:19][C:20]([CH3:23])([CH3:22])[CH3:21])=[O:18])[CH:9]=[C:10]([NH:11][C:12](=[O:16])[CH:13]([CH3:15])[CH3:14])[C:4]=23)[CH2:25]1)=[O:32])([CH3:37])([CH3:35])[CH3:36]. The yield is 0.470. (5) The reactants are C[O:2][C:3]1[CH:18]=[CH:17][C:6]([O:7][C:8]2[CH:13]=[CH:12][C:11]([C:14](=[O:16])[CH3:15])=[CH:10][CH:9]=2)=[CH:5][CH:4]=1.B(Br)(Br)Br. The catalyst is C(Cl)Cl. The product is [OH:2][C:3]1[CH:4]=[CH:5][C:6]([O:7][C:8]2[CH:13]=[CH:12][C:11]([C:14](=[O:16])[CH3:15])=[CH:10][CH:9]=2)=[CH:17][CH:18]=1. The yield is 1.00.